The task is: Binary Classification. Given a drug SMILES string, predict its activity (active/inactive) in a high-throughput screening assay against a specified biological target.. This data is from HIV replication inhibition screening data with 41,000+ compounds from the AIDS Antiviral Screen. The drug is COC1CC2(C[Si](C)(C)C)OC(=O)OC2C(C)O1. The result is 0 (inactive).